Task: Predict the product of the given reaction.. Dataset: Forward reaction prediction with 1.9M reactions from USPTO patents (1976-2016) (1) Given the reactants [OH:1][C:2]1[CH:7]=[CH:6][C:5]([C:8]2[N:13]3[N:14]=[C:15]([NH:17][C:18]([NH:20][C@H:21]([C:23]4[CH:28]=[CH:27][CH:26]=[C:25]([O:29][CH3:30])[CH:24]=4)[CH3:22])=[O:19])[N:16]=[C:12]3[N:11]=[CH:10][CH:9]=2)=[CH:4][CH:3]=1.C(=O)([O-])[O-].[K+].[K+].[CH3:37][O:38][CH2:39][CH2:40]Br, predict the reaction product. The product is: [CH3:37][O:38][CH2:39][CH2:40][O:1][C:2]1[CH:7]=[CH:6][C:5]([C:8]2[N:13]3[N:14]=[C:15]([NH:17][C:18]([NH:20][C@H:21]([C:23]4[CH:28]=[CH:27][CH:26]=[C:25]([O:29][CH3:30])[CH:24]=4)[CH3:22])=[O:19])[N:16]=[C:12]3[N:11]=[CH:10][CH:9]=2)=[CH:4][CH:3]=1. (2) Given the reactants [F:1][C:2]1[C:3]([CH3:16])=[C:4]([C:8]2[CH:13]=[CH:12][N:11]=[CH:10][C:9]=2[NH:14][CH3:15])[CH:5]=[CH:6][CH:7]=1.[CH3:17][S:18]([C:21]1[CH:22]=[C:23]([CH:27]=[C:28]([C:30]([F:33])([F:32])[F:31])[CH:29]=1)[C:24]([OH:26])=O)(=[O:20])=[O:19], predict the reaction product. The product is: [F:1][C:2]1[C:3]([CH3:16])=[C:4]([C:8]2[CH:13]=[CH:12][N:11]=[CH:10][C:9]=2[N:14]([CH3:15])[C:24](=[O:26])[C:23]2[CH:27]=[C:28]([C:30]([F:33])([F:32])[F:31])[CH:29]=[C:21]([S:18]([CH3:17])(=[O:19])=[O:20])[CH:22]=2)[CH:5]=[CH:6][CH:7]=1.